This data is from Forward reaction prediction with 1.9M reactions from USPTO patents (1976-2016). The task is: Predict the product of the given reaction. (1) Given the reactants [CH2:1](O)[C:2]1[O:6][CH:5]=[CH:4][CH:3]=1.[CH2:8]([NH2:15])[C:9]1[CH:14]=[CH:13][CH:12]=[CH:11][CH:10]=1, predict the reaction product. The product is: [CH2:8]([NH:15][CH2:1][C:2]1[O:6][CH:5]=[CH:4][CH:3]=1)[C:9]1[CH:14]=[CH:13][CH:12]=[CH:11][CH:10]=1. (2) Given the reactants [CH:1]1([O:6][C:7]2[C:12]3[C:13]([O:16][CH2:17][CH:18]4[CH2:23][CH2:22][NH:21][CH2:20][CH2:19]4)=[N:14][O:15][C:11]=3[CH:10]=[CH:9][CH:8]=2)[CH2:5][CH2:4][CH2:3][CH2:2]1.[CH:24]([C:26]1([C:32]([O:34][CH3:35])=[O:33])[CH2:31][CH2:30][O:29][CH2:28][CH2:27]1)=O.C(C1(C(OC)=O)CCC1)=O, predict the reaction product. The product is: [CH:1]1([O:6][C:7]2[C:12]3[C:13]([O:16][CH2:17][CH:18]4[CH2:19][CH2:20][N:21]([CH2:24][C:26]5([C:32]([O:34][CH3:35])=[O:33])[CH2:31][CH2:30][O:29][CH2:28][CH2:27]5)[CH2:22][CH2:23]4)=[N:14][O:15][C:11]=3[CH:10]=[CH:9][CH:8]=2)[CH2:5][CH2:4][CH2:3][CH2:2]1. (3) Given the reactants [CH3:1][C@@H:2]1[CH2:7][NH:6][CH2:5][CH2:4][NH:3]1.C(=O)(O)[O-].[Na+].[C:13](Cl)(=[O:20])[C:14]1[CH:19]=[CH:18][CH:17]=[CH:16][CH:15]=1, predict the reaction product. The product is: [CH3:1][C@H:2]1[NH:3][CH2:4][CH2:5][N:6]([C:13]([C:14]2[CH:19]=[CH:18][CH:17]=[CH:16][CH:15]=2)=[O:20])[CH2:7]1.